Binary Classification. Given a drug SMILES string, predict its activity (active/inactive) in a high-throughput screening assay against a specified biological target. From a dataset of Choline transporter screen with 302,306 compounds. (1) The molecule is S(c1cc(NC(=S)N)ccc1)C. The result is 0 (inactive). (2) The drug is O=C1NC2(NN1c1ccc(cc1)C)CCN(CC2)C(=O)N. The result is 0 (inactive). (3) The drug is s1c(NC(=O)CN2CCN(CC2)Cc2c(cccc2)C)nnc1CC. The result is 0 (inactive).